Dataset: Catalyst prediction with 721,799 reactions and 888 catalyst types from USPTO. Task: Predict which catalyst facilitates the given reaction. (1) Reactant: [CH2:1]([O:3][C:4](=[O:13])[C:5]1[CH:10]=[C:9]([CH3:11])[N:8]=[C:7](Cl)[CH:6]=1)[CH3:2].C([O-])([O-])=O.[Cs+].[Cs+].[CH:20]([NH2:23])([CH3:22])[CH3:21].CC1(C)C2C(=C(P(C3C=CC=CC=3)C3C=CC=CC=3)C=CC=2)OC2C(P(C3C=CC=CC=3)C3C=CC=CC=3)=CC=CC1=2. Product: [CH2:1]([O:3][C:4](=[O:13])[C:5]1[CH:10]=[C:9]([CH3:11])[N:8]=[C:7]([NH:23][CH:20]([CH3:22])[CH3:21])[CH:6]=1)[CH3:2]. The catalyst class is: 12. (2) Reactant: CC(OI1(OC(C)=O)(OC(C)=O)OC(=O)C2C=CC=CC1=2)=O.[F:23][C:24]1[C:29]([F:30])=[CH:28][CH:27]=[CH:26][C:25]=1[C@H:31]1[CH2:37][N:36]2[C:38]([CH2:41][CH:42]([OH:44])[CH3:43])=[CH:39][N:40]=[C:35]2[C@H:34]([NH:45][C:46](=[O:52])[O:47][C:48]([CH3:51])([CH3:50])[CH3:49])[CH2:33][CH2:32]1. Product: [F:23][C:24]1[C:29]([F:30])=[CH:28][CH:27]=[CH:26][C:25]=1[C@H:31]1[CH2:37][N:36]2[C:38]([CH2:41][C:42](=[O:44])[CH3:43])=[CH:39][N:40]=[C:35]2[C@H:34]([NH:45][C:46](=[O:52])[O:47][C:48]([CH3:51])([CH3:50])[CH3:49])[CH2:33][CH2:32]1. The catalyst class is: 4.